From a dataset of Reaction yield outcomes from USPTO patents with 853,638 reactions. Predict the reaction yield, written as a fraction of the theoretical maximum amount of product (1.0 means a 100% yield; for example, 0.34 means a 34% yield). (1) The reactants are [CH2:1]1[C:3]2([CH2:7][CH2:6][C@H:5]([CH2:8][O:9][C:10]3[CH:19]=[C:18]4[C:13]([C:14]([O:20][C:21]5[CH:26]=[CH:25][C:24]([NH:27][C:28]([C:30]6[C:31](=[O:43])[N:32](C7C=CC=CC=7)N(C)[C:34]=6[CH3:35])=[O:29])=[CH:23][C:22]=5[F:44])=[CH:15][CH:16]=[N:17]4)=[CH:12][CH:11]=3)[O:4]2)[CH2:2]1.O[C:46]1[CH:55]=[C:54]2[C:49](C(O[C:46]3[CH:55]=[CH:54][C:49](N([C:46]4[CH:55]=[CH:54][CH:49]=[CH:48][CH:47]=4)C(C4(C(N)=O)CC4)=O)=[CH:48][C:47]=3F)=CC=N2)=[CH:48][CH:47]=1.C(=O)([O-])[O-].[Cs+].[Cs+]. The catalyst is CN(C)C(=O)C. The product is [CH2:1]1[C:3]2([CH2:7][CH2:6][C@H:5]([CH2:8][O:9][C:10]3[CH:19]=[C:18]4[C:13]([C:14]([O:20][C:21]5[CH:26]=[CH:25][C:24]([N:27]([C:46]6[CH:55]=[CH:54][CH:49]=[CH:48][CH:47]=6)[C:28]([C:30]6([C:31]([NH2:32])=[O:43])[CH2:35][CH2:34]6)=[O:29])=[CH:23][C:22]=5[F:44])=[CH:15][CH:16]=[N:17]4)=[CH:12][CH:11]=3)[O:4]2)[CH2:2]1. The yield is 0.630. (2) The reactants are [F:1][C:2]1[CH:11]=[C:10]2[C:5]([CH2:6][CH2:7][C:8](=[O:13])[N:9]2[CH3:12])=[CH:4][C:3]=1[C:14]1[CH:15]=[C:16]([CH2:20][NH:21][S:22]([CH2:25][CH3:26])(=[O:24])=[O:23])[CH:17]=[N:18][CH:19]=1.[CH3:27]C(C)([O-])C.[K+].CI.O. The catalyst is CN(C=O)C. The product is [F:1][C:2]1[CH:11]=[C:10]2[C:5]([CH2:6][CH2:7][C:8](=[O:13])[N:9]2[CH3:12])=[CH:4][C:3]=1[C:14]1[CH:15]=[C:16]([CH2:20][N:21]([CH3:27])[S:22]([CH2:25][CH3:26])(=[O:24])=[O:23])[CH:17]=[N:18][CH:19]=1. The yield is 0.600. (3) The reactants are [F:1][C:2]1[CH:7]=[CH:6][C:5](I)=[CH:4][C:3]=1[N:9]1[CH:14]=[C:13]([O:15][CH3:16])[C:12](=[O:17])[C:11]([C:18]2[N:22]([C:23]3[CH:28]=[CH:27][CH:26]=[CH:25][CH:24]=3)[N:21]=[CH:20][CH:19]=2)=[N:10]1.[NH:29]1[CH:33]=[CH:32][CH:31]=[N:30]1.OC1C=CC=CC=1C=NO.C([O-])([O-])=O.[Cs+].[Cs+]. The catalyst is C(#N)C.C([O-])(O)=O.[Na+]. The product is [F:1][C:2]1[CH:7]=[CH:6][C:5]([N:29]2[CH:33]=[CH:32][CH:31]=[N:30]2)=[CH:4][C:3]=1[N:9]1[CH:14]=[C:13]([O:15][CH3:16])[C:12](=[O:17])[C:11]([C:18]2[N:22]([C:23]3[CH:28]=[CH:27][CH:26]=[CH:25][CH:24]=3)[N:21]=[CH:20][CH:19]=2)=[N:10]1. The yield is 0.0400. (4) The product is [F:3][C:4]1[CH:5]=[C:6]([C:17]2[CH:22]=[CH:21][CH:20]=[C:19]([N:23]([CH3:34])[C:24]([NH:26][CH2:27][CH2:28][CH2:29][CH2:30][CH2:31][CH2:32][CH3:33])=[O:25])[CH:18]=2)[CH:7]=[C:8]([F:16])[C:9]=1/[CH:10]=[CH:11]/[C:12]([OH:14])=[O:13]. The catalyst is O1CCCC1.CO. The yield is 0.740. The reactants are [OH-].[Na+].[F:3][C:4]1[CH:5]=[C:6]([C:17]2[CH:22]=[CH:21][CH:20]=[C:19]([N:23]([CH3:34])[C:24]([NH:26][CH2:27][CH2:28][CH2:29][CH2:30][CH2:31][CH2:32][CH3:33])=[O:25])[CH:18]=2)[CH:7]=[C:8]([F:16])[C:9]=1/[CH:10]=[CH:11]/[C:12]([O:14]C)=[O:13].